This data is from NCI-60 drug combinations with 297,098 pairs across 59 cell lines. The task is: Regression. Given two drug SMILES strings and cell line genomic features, predict the synergy score measuring deviation from expected non-interaction effect. (1) Drug 1: CC1=C(C=C(C=C1)NC2=NC=CC(=N2)N(C)C3=CC4=NN(C(=C4C=C3)C)C)S(=O)(=O)N.Cl. Drug 2: C1C(C(OC1N2C=C(C(=O)NC2=O)F)CO)O. Cell line: MDA-MB-231. Synergy scores: CSS=37.1, Synergy_ZIP=0.729, Synergy_Bliss=3.16, Synergy_Loewe=-3.20, Synergy_HSA=5.35. (2) Drug 1: COC1=C(C=C2C(=C1)N=CN=C2NC3=CC(=C(C=C3)F)Cl)OCCCN4CCOCC4. Drug 2: C1=CC=C(C=C1)NC(=O)CCCCCCC(=O)NO. Cell line: MOLT-4. Synergy scores: CSS=42.1, Synergy_ZIP=3.50, Synergy_Bliss=4.81, Synergy_Loewe=7.41, Synergy_HSA=7.21.